Predict the reactants needed to synthesize the given product. From a dataset of Full USPTO retrosynthesis dataset with 1.9M reactions from patents (1976-2016). (1) Given the product [Br:1][C:2]1[N:7]=[C:6]2[C:8]([NH2:9])=[N:13][NH:12][C:5]2=[N:4][CH:3]=1, predict the reactants needed to synthesize it. The reactants are: [Br:1][C:2]1[N:7]=[C:6]([C:8]#[N:9])[C:5](Cl)=[N:4][CH:3]=1.O.[NH2:12][NH2:13]. (2) The reactants are: [Cl-].O[NH3+:3].[C:4](=[O:7])([O-])[OH:5].[Na+].[OH:9][C:10]([CH3:48])([CH3:47])[CH2:11][O:12][C@H:13]1[CH2:18][CH2:17][C@H:16]([N:19]2[C:24](=[O:25])[C:23]([CH2:26][C:27]3[CH:32]=[CH:31][C:30]([C:33]4[C:34]([C:39]#[N:40])=[CH:35][CH:36]=[CH:37][CH:38]=4)=[CH:29][CH:28]=3)=[C:22]([CH2:41][CH2:42][CH3:43])[N:21]3[N:44]=[N:45][CH:46]=[C:20]23)[CH2:15][CH2:14]1. Given the product [OH:9][C:10]([CH3:47])([CH3:48])[CH2:11][O:12][C@H:13]1[CH2:18][CH2:17][C@H:16]([N:19]2[C:24](=[O:25])[C:23]([CH2:26][C:27]3[CH:32]=[CH:31][C:30]([C:33]4[CH:38]=[CH:37][CH:36]=[CH:35][C:34]=4[C:39]4[NH:3][C:4](=[O:7])[O:5][N:40]=4)=[CH:29][CH:28]=3)=[C:22]([CH2:41][CH2:42][CH3:43])[N:21]3[N:44]=[N:45][CH:46]=[C:20]23)[CH2:15][CH2:14]1, predict the reactants needed to synthesize it. (3) Given the product [OH:4][C:5]1[CH:6]=[CH:7][C:8]([C:11]([NH:12][C:13]2[CH:18]=[C:17]([C:19]([F:22])([F:20])[F:21])[CH:16]=[CH:15][N:14]=2)=[O:23])=[CH:9][CH:10]=1, predict the reactants needed to synthesize it. The reactants are: C([O:4][C:5]1[CH:10]=[CH:9][C:8]([C:11](=[O:23])[NH:12][C:13]2[CH:18]=[C:17]([C:19]([F:22])([F:21])[F:20])[CH:16]=[CH:15][N:14]=2)=[CH:7][CH:6]=1)(=O)C.[OH-].[Na+].Cl. (4) Given the product [F:1][C:2]1[CH:3]=[CH:4][C:5]([C:20]2[C:25]([F:26])=[CH:24][CH:23]=[CH:22][N:21]=2)=[C:6]([CH:9]=1)[C:7]#[N:8], predict the reactants needed to synthesize it. The reactants are: [F:1][C:2]1[CH:3]=[CH:4][C:5](B2OC(C)(C)C(C)(C)O2)=[C:6]([CH:9]=1)[C:7]#[N:8].Cl[C:20]1[C:25]([F:26])=[CH:24][CH:23]=[CH:22][N:21]=1.[F-].[K+].C(P(C(C)(C)C)C(C)(C)C)(C)(C)C. (5) Given the product [O:1]1[CH2:2][CH2:3][CH:4]([CH2:7][O:9][S:17]([C:20]2[CH:26]=[CH:25][C:23]([CH3:24])=[CH:22][CH:21]=2)(=[O:19])=[O:18])[CH2:5][CH2:6]1, predict the reactants needed to synthesize it. The reactants are: [O:1]1[CH2:6][CH2:5][CH:4]([C:7]([OH:9])=O)[CH2:3][CH2:2]1.B.C1COCC1.O.[S:17](Cl)([C:20]1[CH:26]=[CH:25][C:23]([CH3:24])=[CH:22][CH:21]=1)(=[O:19])=[O:18]. (6) Given the product [Br-:26].[C:1]([C:5]1[CH:10]=[CH:9][CH:8]=[CH:7][C:6]=1[N:11]1[C:30]2[CH:29]=[CH:28][C:16]3[C:17](=[O:27])[N:18]([CH2:24][CH2:25][N+:35]4[CH:36]=[CH:37][N:33]([CH3:32])[CH:34]=4)[C:19](=[O:23])[C:20]4=[CH:21][CH:22]=[C:13]([C:14]=2[C:15]=34)[C:12]1=[O:31])([CH3:4])([CH3:3])[CH3:2], predict the reactants needed to synthesize it. The reactants are: [C:1]([C:5]1[CH:10]=[CH:9][CH:8]=[CH:7][C:6]=1[N:11]1[C:30]2[CH:29]=[CH:28][C:16]3[C:17](=[O:27])[N:18]([CH2:24][CH2:25][Br:26])[C:19](=[O:23])[C:20]4=[CH:21][CH:22]=[C:13]([C:14]=2[C:15]=34)[C:12]1=[O:31])([CH3:4])([CH3:3])[CH3:2].[CH3:32][N:33]1[CH:37]=[CH:36][N:35]=[CH:34]1. (7) The reactants are: [CH3:1][C:2]1[C:10]2[CH2:9][O:8][C:7](=[O:11])[C:6]=2[CH:5]=[CH:4][C:3]=1[C:12](=[O:28])[CH2:13][N:14]1[CH2:19][CH2:18][N:17]([C:20]([O:22][C:23]([CH3:26])([CH3:25])[CH3:24])=[O:21])[CH2:16][C:15]1=[O:27].[BH4-].[Na+]. Given the product [OH:28][CH:12]([C:3]1[CH:4]=[CH:5][C:6]2[C:7](=[O:11])[O:8][CH2:9][C:10]=2[C:2]=1[CH3:1])[CH2:13][N:14]1[CH2:19][CH2:18][N:17]([C:20]([O:22][C:23]([CH3:25])([CH3:26])[CH3:24])=[O:21])[CH2:16][C:15]1=[O:27], predict the reactants needed to synthesize it. (8) Given the product [OH:1][C:2]1[CH:7]=[CH:6][C:5]([CH2:8][C:9]([NH:11][C:12]2[CH:17]=[CH:16][C:15]([C:22]3[CH:27]=[CH:26][CH:25]=[CH:24][CH:23]=3)=[CH:14][CH:13]=2)=[O:10])=[CH:4][C:3]=1[O:19][CH3:20], predict the reactants needed to synthesize it. The reactants are: [OH:1][C:2]1[CH:7]=[CH:6][C:5]([CH2:8][C:9]([NH:11][C:12]2[CH:17]=[CH:16][CH:15]=[C:14](I)[CH:13]=2)=[O:10])=[CH:4][C:3]=1[O:19][CH3:20].O[C:22]1[CH:27]=[CH:26][C:25](CC(N[C:22]2[CH:27]=[CH:26][C:25](I)=[CH:24][CH:23]=2)=O)=[CH:24][C:23]=1OC.